This data is from NCI-60 drug combinations with 297,098 pairs across 59 cell lines. The task is: Regression. Given two drug SMILES strings and cell line genomic features, predict the synergy score measuring deviation from expected non-interaction effect. Drug 1: C1CNP(=O)(OC1)N(CCCl)CCCl. Drug 2: COCCOC1=C(C=C2C(=C1)C(=NC=N2)NC3=CC=CC(=C3)C#C)OCCOC.Cl. Cell line: OVCAR3. Synergy scores: CSS=-12.8, Synergy_ZIP=3.25, Synergy_Bliss=3.69, Synergy_Loewe=-40.6, Synergy_HSA=-28.2.